From a dataset of Forward reaction prediction with 1.9M reactions from USPTO patents (1976-2016). Predict the product of the given reaction. (1) Given the reactants Cl.[NH2:2][CH2:3][C:4]1[CH:12]=[CH:11][CH:10]=[C:9]2[C:5]=1[CH2:6][N:7]([CH:14]1[CH2:19][CH2:18][C:17](=[O:20])[NH:16][C:15]1=[O:21])[C:8]2=[O:13].C(N(CC)CC)C.[CH3:29][O:30][C:31]1[CH:32]=[C:33]([N:37]=[C:38]=[O:39])[CH:34]=[CH:35][CH:36]=1, predict the reaction product. The product is: [O:21]=[C:15]1[CH:14]([N:7]2[CH2:6][C:5]3[C:9](=[CH:10][CH:11]=[CH:12][C:4]=3[CH2:3][NH:2][C:38]([NH:37][C:33]3[CH:34]=[CH:35][CH:36]=[C:31]([O:30][CH3:29])[CH:32]=3)=[O:39])[C:8]2=[O:13])[CH2:19][CH2:18][C:17](=[O:20])[NH:16]1. (2) Given the reactants [OH:1][CH2:2][CH2:3][NH:4][C:5](=[O:11])[O:6][C:7]([CH3:10])([CH3:9])[CH3:8].[OH-].[Na+].[CH2:14](Br)[C:15]1[CH:20]=[CH:19][CH:18]=[CH:17][CH:16]=1.C1C=C2C(C(O)(O)C(=O)C2=CC=1)=O, predict the reaction product. The product is: [CH2:14]([O:1][CH2:2][CH2:3][NH:4][C:5](=[O:11])[O:6][C:7]([CH3:8])([CH3:10])[CH3:9])[C:15]1[CH:20]=[CH:19][CH:18]=[CH:17][CH:16]=1. (3) Given the reactants C(Cl)(=O)C(Cl)=O.CS(C)=O.[CH3:11][CH:12]([CH3:48])[CH2:13][C@H:14]([NH:35][C:36]([C:38]1[O:39][C:40]2[CH:46]=[CH:45][C:44]([OH:47])=[CH:43][C:41]=2[CH:42]=1)=[O:37])[C:15](=[O:34])[NH:16][CH:17]1[CH2:23][CH2:22][CH2:21][N:20]([S:24]([C:27]2[N:28]=[CH:29][N:30]([CH3:32])[CH:31]=2)(=[O:26])=[O:25])[CH2:19][CH:18]1[OH:33].CCN(CC)CC, predict the reaction product. The product is: [CH3:11][CH:12]([CH3:48])[CH2:13][C@H:14]([NH:35][C:36]([C:38]1[O:39][C:40]2[CH:46]=[CH:45][C:44]([OH:47])=[CH:43][C:41]=2[CH:42]=1)=[O:37])[C:15](=[O:34])[NH:16][CH:17]1[CH2:23][CH2:22][CH2:21][N:20]([S:24]([C:27]2[N:28]=[CH:29][N:30]([CH3:32])[CH:31]=2)(=[O:25])=[O:26])[CH2:19][C:18]1=[O:33]. (4) Given the reactants [CH2:1]([N:8]([CH2:22][C:23]1[CH:28]=[CH:27][CH:26]=[CH:25][CH:24]=1)[C@H:9]1[CH2:13][CH2:12][CH2:11][C@@H:10]1[NH:14][C:15](=O)OC(C)(C)C)[C:2]1[CH:7]=[CH:6][CH:5]=[CH:4][CH:3]=1.[H-].[Al+3].[Li+].[H-].[H-].[H-], predict the reaction product. The product is: [CH2:22]([N:8]([CH2:1][C:2]1[CH:7]=[CH:6][CH:5]=[CH:4][CH:3]=1)[C@H:9]1[CH2:13][CH2:12][CH2:11][C@@H:10]1[NH:14][CH3:15])[C:23]1[CH:24]=[CH:25][CH:26]=[CH:27][CH:28]=1. (5) Given the reactants [Br:1][C:2]1[CH:7]=[C:6]([Cl:8])[CH:5]=[CH:4][C:3]=1/[CH:9]=[CH:10]/[C:11]([O:13][CH3:14])=[O:12].C(O)C.C1COCC1, predict the reaction product. The product is: [Br:1][C:2]1[CH:7]=[C:6]([Cl:8])[CH:5]=[CH:4][C:3]=1[CH2:9][CH2:10][C:11]([O:13][CH3:14])=[O:12].